This data is from Forward reaction prediction with 1.9M reactions from USPTO patents (1976-2016). The task is: Predict the product of the given reaction. (1) Given the reactants ClC1C=CC(OC)=C(NC([C:11]2[C:20](O)=[CH:19][C:18]3[C:13](=[CH:14][CH:15]=[CH:16][CH:17]=3)[CH:12]=2)=O)C=1.[OH2:24], predict the reaction product. The product is: [CH:11]1[CH:20]=[CH:19][C:18]2[C:13](=[CH:14][CH:15]=[CH:16][C:17]=2[OH:24])[CH:12]=1. (2) Given the reactants [Br:1][C:2]1[N:3]=[C:4]([NH:11][CH:12]2[CH2:14][CH2:13]2)[C:5]2[N:6]([CH:8]=[CH:9][N:10]=2)[CH:7]=1.[C:15](O[C:15]([O:17][C:18]([CH3:21])([CH3:20])[CH3:19])=[O:16])([O:17][C:18]([CH3:21])([CH3:20])[CH3:19])=[O:16].N1C=CC=CC=1, predict the reaction product. The product is: [Br:1][C:2]1[N:3]=[C:4]([N:11]([CH:12]2[CH2:14][CH2:13]2)[C:15](=[O:16])[O:17][C:18]([CH3:21])([CH3:20])[CH3:19])[C:5]2[N:6]([CH:8]=[CH:9][N:10]=2)[CH:7]=1.